Dataset: Catalyst prediction with 721,799 reactions and 888 catalyst types from USPTO. Task: Predict which catalyst facilitates the given reaction. (1) Reactant: [C:1](Cl)(=[O:4])[CH:2]=[CH2:3].[Cl:6][C:7]1[C:8]([C:32]2[CH:33]=[N:34][N:35]3[CH:40]=[CH:39][CH:38]=[CH:37][C:36]=23)=[N:9][C:10]([NH:13][C:14]2[CH:15]=[C:16]([NH2:31])[C:17]([N:22]3[CH2:25][C:24]4([CH2:29][CH2:28][CH2:27][N:26]4[CH3:30])[CH2:23]3)=[CH:18][C:19]=2[O:20][CH3:21])=[N:11][CH:12]=1. Product: [Cl:6][C:7]1[C:8]([C:32]2[CH:33]=[N:34][N:35]3[CH:40]=[CH:39][CH:38]=[CH:37][C:36]=23)=[N:9][C:10]([NH:13][C:14]2[C:19]([O:20][CH3:21])=[CH:18][C:17]([N:22]3[CH2:23][C:24]4([CH2:29][CH2:28][CH2:27][N:26]4[CH3:30])[CH2:25]3)=[C:16]([NH:31][C:1](=[O:4])[CH:2]=[CH2:3])[CH:15]=2)=[N:11][CH:12]=1. The catalyst class is: 2. (2) Reactant: O[C@@H:2]1[CH2:6][N:5]([C:7](=[O:12])[C:8]([F:11])([F:10])[F:9])[C@H:4]([C:13]([O:15][CH2:16][CH:17]=[CH2:18])=[O:14])[CH2:3]1.N1C(C)=CC=CC=1C.FC(F)(F)S(OS(C(F)(F)F)(=O)=O)(=O)=O.[CH2:42]([O:49][NH2:50])[C:43]1[CH:48]=[CH:47][CH:46]=[CH:45][CH:44]=1. Product: [CH2:42]([O:49][NH:50][C@H:2]1[CH2:6][N:5]([C:7](=[O:12])[C:8]([F:11])([F:10])[F:9])[C@H:4]([C:13]([O:15][CH2:16][CH:17]=[CH2:18])=[O:14])[CH2:3]1)[C:43]1[CH:48]=[CH:47][CH:46]=[CH:45][CH:44]=1. The catalyst class is: 115.